This data is from Forward reaction prediction with 1.9M reactions from USPTO patents (1976-2016). The task is: Predict the product of the given reaction. (1) Given the reactants COC1N=CN=C(NC2N=C(C3SC(C45CCC(C(C)(C)C4)C(=O)O5)=NC=3)C=C(C)C=2)C=1.[OH:33][C:34]1([C:45]2[S:46][C:47]([C:50]3[CH:55]=[C:54]([CH3:56])[CH:53]=[C:52]([NH:57][C:58]4[CH:63]=[C:62]([O:64][CH3:65])[N:61]=[CH:60][N:59]=4)[N:51]=3)=[CH:48][N:49]=2)[CH2:39][CH2:38][CH:37]([C:40]([O-:42])=[O:41])[C:36]([CH3:44])([CH3:43])[CH2:35]1.[OH-].[Na+].Cl, predict the reaction product. The product is: [OH:33][C:34]1([C:45]2[S:46][C:47]([C:50]3[CH:55]=[C:54]([CH3:56])[CH:53]=[C:52]([NH:57][C:58]4[CH:63]=[C:62]([O:64][CH3:65])[N:61]=[CH:60][N:59]=4)[N:51]=3)=[CH:48][N:49]=2)[CH2:39][CH2:38][CH:37]([C:40]([OH:42])=[O:41])[C:36]([CH3:43])([CH3:44])[CH2:35]1. (2) The product is: [C:41]([O:33][C@H:20]([C:16]1[CH:17]=[CH:18][CH:19]=[C:14](/[CH:13]=[CH:12]/[C:8]2[CH:7]=[CH:6][C:5]3[C:10](=[CH:11][C:2]([Cl:1])=[CH:3][CH:4]=3)[N:9]=2)[CH:15]=1)[CH2:21][CH2:22][C:23]1[CH:28]=[CH:27][CH:26]=[CH:25][C:24]=1[C:29]([OH:32])([CH3:31])[CH3:30])(=[O:43])[CH3:42]. Given the reactants [Cl:1][C:2]1[CH:11]=[C:10]2[C:5]([CH:6]=[CH:7][C:8]([CH:12]=[CH:13][C:14]3[CH:15]=[C:16]([C@@H:20]([OH:33])[CH2:21][CH2:22][C:23]4[CH:28]=[CH:27][CH:26]=[CH:25][C:24]=4[C:29]([OH:32])([CH3:31])[CH3:30])[CH:17]=[CH:18][CH:19]=3)=[N:9]2)=[CH:4][CH:3]=1.C(N(CC)CC)C.[C:41](OC(=O)C)(=[O:43])[CH3:42], predict the reaction product. (3) Given the reactants [Cl:1]C1C=C(C=C(Cl)C=1)CN1CCN(C(OC(C)(C)C)=O)CC1.[CH:23]1([C:26]2[C:27]([CH2:40][N:41]3[CH2:46][CH2:45][CH:44]([S:47]([C:49]4[CH:54]=[C:53]([Cl:55])[CH:52]=[C:51]([Cl:56])[CH:50]=4)=[O:48])[CH2:43][CH2:42]3)=[CH:28][C:29]([F:39])=[C:30]([CH:38]=2)[C:31]([O:33]C(C)(C)C)=[O:32])[CH2:25][CH2:24]1, predict the reaction product. The product is: [ClH:1].[CH:23]1([C:26]2[C:27]([CH2:40][N:41]3[CH2:42][CH2:43][CH:44]([S:47]([C:49]4[CH:54]=[C:53]([Cl:55])[CH:52]=[C:51]([Cl:56])[CH:50]=4)=[O:48])[CH2:45][CH2:46]3)=[CH:28][C:29]([F:39])=[C:30]([CH:38]=2)[C:31]([OH:33])=[O:32])[CH2:25][CH2:24]1. (4) Given the reactants O[C:2]1[C:3]2[N:11]=[CH:10][CH:9]=[C:8]([C:12]([NH2:14])=[O:13])[C:4]=2[N:5]=[CH:6][N:7]=1.Cl.[Cl:16][C:17]1[CH:22]=[CH:21][C:20]([C@H:23]([NH2:28])[CH2:24][N:25]([CH3:27])[CH3:26])=[CH:19][C:18]=1[F:29], predict the reaction product. The product is: [Cl:16][C:17]1[CH:22]=[CH:21][C:20]([C@H:23]([NH:28][C:2]2[C:3]3[N:11]=[CH:10][CH:9]=[C:8]([C:12]([NH2:14])=[O:13])[C:4]=3[N:5]=[CH:6][N:7]=2)[CH2:24][N:25]([CH3:27])[CH3:26])=[CH:19][C:18]=1[F:29]. (5) Given the reactants [OH-].[Na+].[C:3]([C:11]1[CH:12]=[C:13](/[C:17](=[N:23]/[O:24][CH2:25][C:26]2[CH:31]=[CH:30][C:29]([O:32][CH2:33][C:34]3[N:35]=[C:36]([C:40]4[CH:45]=[CH:44][CH:43]=[CH:42][CH:41]=4)[O:37][C:38]=3[CH3:39])=[CH:28][CH:27]=2)/[C:18]([O:20]CC)=[O:19])[CH:14]=[CH:15][CH:16]=1)(=[O:10])[C:4]1[CH:9]=[CH:8][CH:7]=[CH:6][CH:5]=1.CO.Cl, predict the reaction product. The product is: [C:3]([C:11]1[CH:12]=[C:13](/[C:17](=[N:23]/[O:24][CH2:25][C:26]2[CH:31]=[CH:30][C:29]([O:32][CH2:33][C:34]3[N:35]=[C:36]([C:40]4[CH:41]=[CH:42][CH:43]=[CH:44][CH:45]=4)[O:37][C:38]=3[CH3:39])=[CH:28][CH:27]=2)/[C:18]([OH:20])=[O:19])[CH:14]=[CH:15][CH:16]=1)(=[O:10])[C:4]1[CH:9]=[CH:8][CH:7]=[CH:6][CH:5]=1.